This data is from CYP2C19 inhibition data for predicting drug metabolism from PubChem BioAssay. The task is: Regression/Classification. Given a drug SMILES string, predict its absorption, distribution, metabolism, or excretion properties. Task type varies by dataset: regression for continuous measurements (e.g., permeability, clearance, half-life) or binary classification for categorical outcomes (e.g., BBB penetration, CYP inhibition). Dataset: cyp2c19_veith. The molecule is CNCCc1c[nH]c2ccc(O)cc12. The result is 0 (non-inhibitor).